The task is: Predict the reactants needed to synthesize the given product.. This data is from Full USPTO retrosynthesis dataset with 1.9M reactions from patents (1976-2016). (1) Given the product [O:4]1[C:8]2=[C:9]([N:13]3[CH2:18][CH2:17][N:16]([CH2:19][CH2:20][C@H:21]4[CH2:26][CH2:25][C@H:24]([NH:27][C:31](=[O:32])[CH2:30][C:29]([CH3:35])([CH3:34])[CH3:28])[CH2:23][CH2:22]4)[CH2:15][CH2:14]3)[N:10]=[CH:11][CH:12]=[C:7]2[CH2:6][CH2:5]1, predict the reactants needed to synthesize it. The reactants are: Cl.Cl.Cl.[O:4]1[C:8]2=[C:9]([N:13]3[CH2:18][CH2:17][N:16]([CH2:19][CH2:20][C@H:21]4[CH2:26][CH2:25][C@H:24]([NH2:27])[CH2:23][CH2:22]4)[CH2:15][CH2:14]3)[N:10]=[CH:11][CH:12]=[C:7]2[CH2:6][CH2:5]1.[CH3:28][C:29]([CH3:35])([CH3:34])[CH2:30][C:31](O)=[O:32]. (2) Given the product [Cl:24][C:21]1[CH:22]=[CH:23][C:18]([C:15]2[N:16]=[CH:17][C:10]3[N:9]([CH3:30])[C:8](=[O:31])[N:7]([CH2:6][CH2:5][CH2:4][OH:3])[C:12](=[O:13])[C:11]=3[C:14]=2[CH2:25][CH2:26][CH:27]([CH3:29])[CH3:28])=[CH:19][CH:20]=1, predict the reactants needed to synthesize it. The reactants are: C([O:3][CH2:4][CH2:5][CH2:6][N:7]1[C:12](=[O:13])[C:11]2[C:14]([CH2:25][CH2:26][CH:27]([CH3:29])[CH3:28])=[C:15]([C:18]3[CH:23]=[CH:22][C:21]([Cl:24])=[CH:20][CH:19]=3)[N:16]=[CH:17][C:10]=2[N:9]([CH3:30])[C:8]1=[O:31])=O.O[Li].O. (3) Given the product [ClH:1].[Cl:1][C:2]1[CH:3]=[CH:4][C:5]2[N:9]=[C:8]([C@@H:10]3[CH2:14][C@H:13]([O:15][CH3:16])[CH2:12][NH:11]3)[NH:7][C:6]=2[C:24]=1[CH3:25], predict the reactants needed to synthesize it. The reactants are: [Cl:1][C:2]1[CH:3]=[CH:4][C:5]2[N:9]=[C:8]([C@@H:10]3[CH2:14][C@H:13]([O:15][CH3:16])[CH2:12][N:11]3C(OC(C)(C)C)=O)[NH:7][C:6]=2[C:24]=1[CH3:25].Cl.CO. (4) Given the product [C:1]1([C:7]2[O:8][C:9]3[C:10](=[C:12]([C:16]([NH2:25])=[O:18])[CH:13]=[CH:14][CH:15]=3)[N:11]=2)[CH:6]=[CH:5][CH:4]=[CH:3][CH:2]=1, predict the reactants needed to synthesize it. The reactants are: [C:1]1([C:7]2[O:8][C:9]3[C:10](=[C:12]([C:16]([OH:18])=O)[CH:13]=[CH:14][CH:15]=3)[N:11]=2)[CH:6]=[CH:5][CH:4]=[CH:3][CH:2]=1.C1C=CC2N(O)N=[N:25]C=2C=1.[NH4+].[Cl-].CCN(C(C)C)C(C)C.CCN=C=NCCCN(C)C. (5) The reactants are: [O:1]1[CH:6]2[CH2:7][NH:8][CH2:9][CH:5]2[O:4][CH2:3][CH2:2]1.[F:10][C:11]1[CH:16]=[CH:15][C:14]([NH:17][C:18]2[C:27]3[C:22](=[CH:23][C:24]([O:33][CH3:34])=[C:25]([O:28][CH2:29][CH2:30][CH2:31]Cl)[CH:26]=3)[N:21]=[CH:20][N:19]=2)=[CH:13][CH:12]=1.C([O-])([O-])=O.[K+].[K+]. Given the product [F:10][C:11]1[CH:12]=[CH:13][C:14]([NH:17][C:18]2[C:27]3[C:22](=[CH:23][C:24]([O:33][CH3:34])=[C:25]([O:28][CH2:29][CH2:30][CH2:31][N:8]4[CH2:7][CH:6]5[O:1][CH2:2][CH2:3][O:4][CH:5]5[CH2:9]4)[CH:26]=3)[N:21]=[CH:20][N:19]=2)=[CH:15][CH:16]=1, predict the reactants needed to synthesize it. (6) Given the product [C:19]([O:18][C@H:6]([CH2:7][CH2:8][CH2:9][CH2:10][CH2:11][CH2:12][CH2:13][CH2:14][CH2:15][CH2:16][CH3:17])[CH2:2][C:3]([OH:5])=[O:4])(=[O:29])[CH2:20][CH2:21][CH2:22][CH2:23][CH2:24][CH2:25][CH2:26][CH2:27][CH3:28], predict the reactants needed to synthesize it. The reactants are: O=[C:2]([C@@:6](CCC1C=CC=CC=1)([O:18][C:19](=[O:29])[CH2:20][CH2:21][CH2:22][CH2:23][CH2:24][CH2:25][CH2:26][CH2:27][CH3:28])[CH2:7][CH2:8][CH2:9][CH2:10][CH2:11][CH2:12][CH2:13][CH2:14][CH2:15][CH2:16][CH3:17])[C:3]([O-:5])=[O:4]. (7) Given the product [C:7](=[N:8][C:68]1[CH:87]=[CH:86][C:71]([CH2:72][C:73]2[C:74]([CH2:84][CH3:85])=[N:75][N:76]3[C:81]([CH3:82])=[CH:80][C:79]([CH3:83])=[N:78][C:77]=23)=[CH:70][CH:69]=1)([C:1]1[CH:2]=[CH:3][CH:4]=[CH:5][CH:6]=1)[C:9]1[CH:10]=[CH:11][CH:12]=[CH:13][CH:14]=1, predict the reactants needed to synthesize it. The reactants are: [C:1]1([C:7]([C:9]2[CH:14]=[CH:13][CH:12]=[CH:11][CH:10]=2)=[NH:8])[CH:6]=[CH:5][CH:4]=[CH:3][CH:2]=1.C1C=CC(P(C2C(C3C(P(C4C=CC=CC=4)C4C=CC=CC=4)=CC=C4C=3C=CC=C4)=C3C(C=CC=C3)=CC=2)C2C=CC=CC=2)=CC=1.CC(C)([O-])C.[Na+].Br[C:68]1[CH:87]=[CH:86][C:71]([CH2:72][C:73]2[C:74]([CH2:84][CH3:85])=[N:75][N:76]3[C:81]([CH3:82])=[CH:80][C:79]([CH3:83])=[N:78][C:77]=23)=[CH:70][CH:69]=1.